Dataset: Reaction yield outcomes from USPTO patents with 853,638 reactions. Task: Predict the reaction yield, written as a fraction of the theoretical maximum amount of product (1.0 means a 100% yield; for example, 0.34 means a 34% yield). (1) The catalyst is O1CCOCC1. The product is [NH2:7][C:8]([CH3:24])([CH3:23])[CH:9]([C:10]1([C:16]2[CH:21]=[CH:20][CH:19]=[CH:18][CH:17]=2)[S:11][CH2:12][CH2:13][CH2:14][S:15]1)[OH:22]. The yield is 0.980. The reactants are C(OC(=O)[NH:7][C:8]([CH3:24])([CH3:23])[CH:9]([OH:22])[C:10]1([C:16]2[CH:21]=[CH:20][CH:19]=[CH:18][CH:17]=2)[S:15][CH2:14][CH2:13][CH2:12][S:11]1)(C)(C)C.Cl. (2) The reactants are [C:1]([Si:5]([O:8][CH:9]([CH2:13][CH2:14][C:15]1[S:19][C:18]2[CH:20]=[CH:21][CH:22]=[CH:23][C:17]=2[C:16]=1[Cl:24])/[CH:10]=[CH:11]/I)([CH3:7])[CH3:6])([CH3:4])([CH3:3])[CH3:2].[C:25]([Li])([CH3:28])([CH3:27])[CH3:26].C[Zn]C.[CH3:33][O:34][C:35](=[O:43])[CH2:36][CH2:37][CH2:38][C:39]#[C:40][CH2:41]I.[Cl-].[NH4+].[CH2:46]1[CH2:50][O:49][CH2:48][CH2:47]1. The catalyst is O. The product is [CH3:33][O:34][C:35](=[O:43])[CH2:36][CH2:37][CH2:38][C:39]#[C:40][CH2:41][C@@H:46]1[C@@H:47](/[CH:11]=[CH:10]/[CH:9]([O:8][Si:5]([C:1]([CH3:4])([CH3:3])[CH3:2])([CH3:7])[CH3:6])[CH2:13][CH2:14][C:15]2[S:19][C:18]3[CH:20]=[CH:21][CH:22]=[CH:23][C:17]=3[C:16]=2[Cl:24])[C@H:48]([O:8][Si:5]([C:25]([CH3:28])([CH3:27])[CH3:26])([CH3:6])[CH3:1])[C:9]([CH3:13])([CH3:10])[C:50]1=[O:49]. The yield is 0.310.